From a dataset of Full USPTO retrosynthesis dataset with 1.9M reactions from patents (1976-2016). Predict the reactants needed to synthesize the given product. (1) Given the product [CH2:17]([NH:19][C:2]1[CH:3]=[C:4]2[C:5]([CH:8]=[CH:9][C:10](=[O:12])[N:15]2[CH3:16])=[CH:6][N:7]=1)[CH3:18], predict the reactants needed to synthesize it. The reactants are: Cl[C:2]1[N:7]=[CH:6][C:5](/[CH:8]=[CH:9]/[C:10]([O:12]CC)=O)=[C:4]([NH:15][CH3:16])[CH:3]=1.[CH2:17]([NH2:19])[CH3:18].C(=O)(O)[O-].[Na+]. (2) Given the product [F:29][CH:30]([F:42])[O:31][C:32]1[CH:33]=[CH:34][C:35]([CH3:41])=[C:36]([C:37]([N:23]2[CH2:24][CH2:25][CH:20]([N:18]3[C:17](=[O:26])[C:16]([CH3:28])([CH3:27])[C:15]([C:7]4[C:8]5[CH2:9][C:10]([CH3:14])([CH3:13])[O:11][C:12]=5[C:4]([O:3][CH3:2])=[CH:5][CH:6]=4)=[N:19]3)[CH2:21][CH2:22]2)=[O:38])[CH:40]=1, predict the reactants needed to synthesize it. The reactants are: Cl.[CH3:2][O:3][C:4]1[C:12]2[O:11][C:10]([CH3:14])([CH3:13])[CH2:9][C:8]=2[C:7]([C:15]2[C:16]([CH3:28])([CH3:27])[C:17](=[O:26])[N:18]([CH:20]3[CH2:25][CH2:24][NH:23][CH2:22][CH2:21]3)[N:19]=2)=[CH:6][CH:5]=1.[F:29][CH:30]([F:42])[O:31][C:32]1[CH:33]=[CH:34][C:35]([CH3:41])=[C:36]([CH:40]=1)[C:37](O)=[O:38]. (3) Given the product [C:1]([C:4]1[CH:9]=[N:8][N:7]2[CH:10]=[C:11]([C:13]3[S:14][C:15]([S:18]([CH3:19])=[O:37])=[N:16][N:17]=3)[CH:12]=[C:6]2[C:5]=1[NH:20][C@@H:21]1[CH2:25][CH2:24][C@@:23]([NH:27][C:28](=[O:34])[O:29][C:30]([CH3:33])([CH3:32])[CH3:31])([CH3:26])[C:22]1([CH3:36])[CH3:35])(=[O:3])[NH2:2], predict the reactants needed to synthesize it. The reactants are: [C:1]([C:4]1[CH:9]=[N:8][N:7]2[CH:10]=[C:11]([C:13]3[S:14][C:15]([S:18][CH3:19])=[N:16][N:17]=3)[CH:12]=[C:6]2[C:5]=1[NH:20][C@@H:21]1[CH2:25][CH2:24][C@@:23]([NH:27][C:28](=[O:34])[O:29][C:30]([CH3:33])([CH3:32])[CH3:31])([CH3:26])[C:22]1([CH3:36])[CH3:35])(=[O:3])[NH2:2].[OH:37]OS([O-])=O.[K+]. (4) Given the product [F:22][C:23]1[CH:24]=[CH:25][C:26]([O:36][CH3:37])=[C:27]([C:29]([CH3:34])([CH3:35])[CH2:30][C:31]([CH2:1][C:2]2[NH:3][C:4]3[C:9]([CH:10]=2)=[CH:8][CH:7]=[CH:6][CH:5]=3)([OH:33])[CH3:32])[CH:28]=1, predict the reactants needed to synthesize it. The reactants are: [CH3:1][C:2]1[NH:3][C:4]2[C:9]([CH:10]=1)=[CH:8][CH:7]=[CH:6][CH:5]=2.C([Li])CCC.CC(C)([O-])C.[K+].[F:22][C:23]1[CH:24]=[CH:25][C:26]([O:36][CH3:37])=[C:27]([C:29]([CH3:35])([CH3:34])[CH2:30][C:31](=[O:33])[CH3:32])[CH:28]=1. (5) Given the product [CH3:1][N:2]([CH3:16])[S:3]([C:6]1[CH:7]=[C:8]2[C:12](=[CH:13][CH:14]=1)[NH:11][C:10](=[O:15])[C:9]2=[CH:27][C:26]1[NH:25][CH:24]=[C:23]2[C:18](=[O:17])[O:19][CH2:20][CH2:21][C:22]=12)(=[O:5])=[O:4], predict the reactants needed to synthesize it. The reactants are: [CH3:1][N:2]([CH3:16])[S:3]([C:6]1[CH:7]=[C:8]2[C:12](=[CH:13][CH:14]=1)[NH:11][C:10](=[O:15])[CH2:9]2)(=[O:5])=[O:4].[O:17]=[C:18]1[C:23]2=[CH:24][NH:25][C:26]([CH:27]=O)=[C:22]2[CH2:21][CH2:20][O:19]1. (6) The reactants are: [Br:1][C:2]1[CH:3]=[C:4]([CH:9]=[C:10]([OH:12])[CH:11]=1)[C:5]([O:7][CH3:8])=[O:6].[CH2:13](O)[CH3:14]. Given the product [Br:1][C:2]1[CH:3]=[C:4]([CH:9]=[C:10]([O:12][CH2:13][CH3:14])[CH:11]=1)[C:5]([O:7][CH3:8])=[O:6], predict the reactants needed to synthesize it.